This data is from Catalyst prediction with 721,799 reactions and 888 catalyst types from USPTO. The task is: Predict which catalyst facilitates the given reaction. (1) Reactant: [CH2:1]([C:3]1[S:28][C:6]2[N:7]([CH2:13][C:14]3[CH:19]=[CH:18][C:17]([C:20]4[C:21]([C:26]#[N:27])=[CH:22][CH:23]=[CH:24][CH:25]=4)=[CH:16][CH:15]=3)[C:8](=[O:12])[NH:9][C:10](=[O:11])[C:5]=2[CH:4]=1)[CH3:2].Br[CH2:30][C:31]([C:33]1[CH:42]=[CH:41][C:40]2[C:35](=[CH:36][CH:37]=[CH:38][CH:39]=2)[CH:34]=1)=[O:32].CN(C)C=O.[H-].[Na+]. Product: [CH2:1]([C:3]1[S:28][C:6]2[N:7]([CH2:13][C:14]3[CH:19]=[CH:18][C:17]([C:20]4[C:21]([C:26]#[N:27])=[CH:22][CH:23]=[CH:24][CH:25]=4)=[CH:16][CH:15]=3)[C:8](=[O:12])[N:9]([CH2:30][C:31]([C:33]3[CH:42]=[CH:41][C:40]4[C:35](=[CH:36][CH:37]=[CH:38][CH:39]=4)[CH:34]=3)=[O:32])[C:10](=[O:11])[C:5]=2[CH:4]=1)[CH3:2]. The catalyst class is: 13. (2) Reactant: C(NC(C)C)(C)C.CCCCCC.C([Li])CCC.[Cl:19][C:20]1[C:21]2[N:28]([CH3:29])[CH:27]=[CH:26][C:22]=2[N:23]=[CH:24][N:25]=1.C1(C)C=CC(S([Cl:39])(=O)=O)=CC=1.[Cl-].[NH4+]. Product: [Cl:19][C:20]1[C:21]2[N:28]([CH3:29])[C:27]([Cl:39])=[CH:26][C:22]=2[N:23]=[CH:24][N:25]=1. The catalyst class is: 7.